Dataset: Forward reaction prediction with 1.9M reactions from USPTO patents (1976-2016). Task: Predict the product of the given reaction. The product is: [CH:19]([O:18][C:16](=[O:17])[O:14][CH2:13][CH:10]1[CH2:11][CH2:12][N:8]([CH2:1][C:2]2[CH:7]=[CH:6][CH:5]=[CH:4][CH:3]=2)[CH2:9]1)=[CH2:20]. Given the reactants [CH2:1]([N:8]1[CH2:12][CH2:11][CH:10]([CH2:13][OH:14])[CH2:9]1)[C:2]1[CH:7]=[CH:6][CH:5]=[CH:4][CH:3]=1.Cl[C:16]([O:18][CH:19]=[CH2:20])=[O:17], predict the reaction product.